From a dataset of Catalyst prediction with 721,799 reactions and 888 catalyst types from USPTO. Predict which catalyst facilitates the given reaction. Reactant: [NH2:1][C:2]1[C:7]2[NH:8][C:9](=[S:16])[N:10]([CH2:11][CH2:12][CH2:13][C:14]#[CH:15])[C:6]=2[CH:5]=[CH:4][N:3]=1.I[C:18]1[CH:23]=[C:22]([O:24][CH3:25])[CH:21]=[CH:20][C:19]=1[C:26](=[O:28])[CH3:27].CC1C=CC2C=CC3C=CC(C)=NC=3C=2N=1.O.CC([O-])(C)C.[Na+]. Product: [NH2:1][C:2]1[C:7]2[N:8]=[C:9]([S:16][C:18]3[CH:23]=[C:22]([O:24][CH3:25])[CH:21]=[CH:20][C:19]=3[C:26](=[O:28])[CH3:27])[N:10]([CH2:11][CH2:12][CH2:13][C:14]#[CH:15])[C:6]=2[CH:5]=[CH:4][N:3]=1. The catalyst class is: 122.